Dataset: hERG potassium channel inhibition data for cardiac toxicity prediction from Karim et al.. Task: Regression/Classification. Given a drug SMILES string, predict its toxicity properties. Task type varies by dataset: regression for continuous values (e.g., LD50, hERG inhibition percentage) or binary classification for toxic/non-toxic outcomes (e.g., AMES mutagenicity, cardiotoxicity, hepatotoxicity). Dataset: herg_karim. (1) The compound is COc1cccc([C@]2(O)CC[C@H](N3CC(NC(=O)CNC(=O)c4cccc(C(F)(F)F)c4)C3)CC2)n1. The result is 0 (non-blocker). (2) The compound is CC(=O)OCC(=O)[C@@]1(O)[C@H](C)C[C@H]2[C@@H]3C=C(C)C4=Cc5c(cnn5-c5ccccc5)C[C@]4(C)[C@H]3[C@@H](O)C[C@@]21C. The result is 0 (non-blocker). (3) The compound is COc1cc(Cl)c(-c2nc(SCC(=O)N(C)C)nc3[nH]cc(C#N)c23)cc1OC. The result is 0 (non-blocker). (4) The result is 0 (non-blocker). The drug is COC(=O)N1CC(Oc2cccc(F)c2)CC1C(=O)N1CCCN(C2CCC2)CC1. (5) The drug is CC(C)(C)c1cc(C(=O)NCC2CCN(C(=O)CCCCC(c3ccc(F)cc3)c3ccc(F)cc3)C2)cc(C(C)(C)C)c1. The result is 1 (blocker). (6) The molecule is O=C(Nc1ccc(-c2nnc(NCCCN3CCCCCC3)o2)cc1)c1ccccc1F. The result is 1 (blocker).